From a dataset of TCR-epitope binding with 47,182 pairs between 192 epitopes and 23,139 TCRs. Binary Classification. Given a T-cell receptor sequence (or CDR3 region) and an epitope sequence, predict whether binding occurs between them. The TCR CDR3 sequence is CASSLDRGDNEQFF. Result: 1 (the TCR binds to the epitope). The epitope is YVFCTVNAL.